This data is from TCR-epitope binding with 47,182 pairs between 192 epitopes and 23,139 TCRs. The task is: Binary Classification. Given a T-cell receptor sequence (or CDR3 region) and an epitope sequence, predict whether binding occurs between them. (1) The epitope is FPPTSFGPL. The TCR CDR3 sequence is CASSASPGTFVYEQYF. Result: 1 (the TCR binds to the epitope). (2) The epitope is YLQPRTFLL. The TCR CDR3 sequence is CATLAEMNTGELFF. Result: 1 (the TCR binds to the epitope). (3) The epitope is MPASWVMRI. The TCR CDR3 sequence is CASSLDFLREQYF. Result: 1 (the TCR binds to the epitope). (4) The epitope is FLNGSCGSV. The TCR CDR3 sequence is CASSLELADYNEQFF. Result: 1 (the TCR binds to the epitope). (5) The epitope is KRWIILGLNK. The TCR CDR3 sequence is CASRDLSSYEQYF. Result: 0 (the TCR does not bind to the epitope). (6) The epitope is RLRAEAQVK. The TCR CDR3 sequence is CSASSVGETQYF. Result: 0 (the TCR does not bind to the epitope). (7) The epitope is EPLPQGQLTAY. The TCR CDR3 sequence is CASSQDFGPGSLYNEQFF. Result: 0 (the TCR does not bind to the epitope). (8) The epitope is CTELKLSDY. The TCR CDR3 sequence is CASSLKGDDEQYF. Result: 0 (the TCR does not bind to the epitope). (9) The epitope is VTEHDTLLY. The TCR CDR3 sequence is CASSPLAGIYNEQFF. Result: 0 (the TCR does not bind to the epitope). (10) Result: 0 (the TCR does not bind to the epitope). The TCR CDR3 sequence is CASSLNLGGTDTQYF. The epitope is GTSGSPIVNR.